Dataset: Forward reaction prediction with 1.9M reactions from USPTO patents (1976-2016). Task: Predict the product of the given reaction. Given the reactants [CH3:1][S:2](Cl)(=[O:4])=[O:3].C(N(CC)CC)C.[C:13]([O:17][C:18]([N:20]1[CH2:25][CH2:24][CH2:23][C@@H:22]([CH2:26][OH:27])[CH2:21]1)=[O:19])([CH3:16])([CH3:15])[CH3:14], predict the reaction product. The product is: [C:13]([O:17][C:18]([N:20]1[CH2:25][CH2:24][CH2:23][C@@H:22]([CH2:26][O:27][S:2]([CH3:1])(=[O:4])=[O:3])[CH2:21]1)=[O:19])([CH3:16])([CH3:15])[CH3:14].